From a dataset of Peptide-MHC class II binding affinity with 134,281 pairs from IEDB. Regression. Given a peptide amino acid sequence and an MHC pseudo amino acid sequence, predict their binding affinity value. This is MHC class II binding data. (1) The peptide sequence is AAHRARANESATILM. The MHC is HLA-DQA10201-DQB10303 with pseudo-sequence HLA-DQA10201-DQB10303. The binding affinity (normalized) is 0.516. (2) The peptide sequence is GDGKISLSELTDALR. The MHC is HLA-DPA10201-DPB10501 with pseudo-sequence HLA-DPA10201-DPB10501. The binding affinity (normalized) is 0.0766. (3) The peptide sequence is YDKFLANVSRVLTGK. The MHC is DRB1_0802 with pseudo-sequence DRB1_0802. The binding affinity (normalized) is 0.407. (4) The peptide sequence is LTVMDRYSVDADLQL. The MHC is DRB1_1101 with pseudo-sequence DRB1_1101. The binding affinity (normalized) is 0.429. (5) The peptide sequence is EKKYDAATQFEPLAA. The MHC is HLA-DPA10301-DPB10402 with pseudo-sequence HLA-DPA10301-DPB10402. The binding affinity (normalized) is 0.567. (6) The peptide sequence is IISIVQMAPVSAMVR. The MHC is DRB1_1501 with pseudo-sequence DRB1_1501. The binding affinity (normalized) is 0.659.